Dataset: Full USPTO retrosynthesis dataset with 1.9M reactions from patents (1976-2016). Task: Predict the reactants needed to synthesize the given product. (1) Given the product [Si:1]([O:18][CH2:19][C:20]1[C:28]([S:29]([CH3:32])(=[O:31])=[O:30])=[CH:27][C:26]2[N:25]3[CH2:33][CH2:34][NH:35][CH:36]([CH:37]([CH3:39])[CH3:38])[C:24]3=[CH:23][C:22]=2[CH:21]=1)([C:14]([CH3:15])([CH3:16])[CH3:17])([C:2]1[CH:7]=[CH:6][CH:5]=[CH:4][CH:3]=1)[C:8]1[CH:13]=[CH:12][CH:11]=[CH:10][CH:9]=1.[OH:18][CH2:19][C:20]1[C:28]([S:29]([CH3:32])(=[O:31])=[O:30])=[CH:27][C:26]2[N:25]3[CH2:33][CH2:34][N:35]([C:41]4[N:46]=[C:45]([C:47]([F:49])([F:50])[F:48])[C:44]([C:51]([O:53][CH2:54][CH3:55])=[O:52])=[CH:43][N:42]=4)[CH:36]([CH:37]([CH3:38])[CH3:39])[C:24]3=[CH:23][C:22]=2[CH:21]=1, predict the reactants needed to synthesize it. The reactants are: [Si:1]([O:18][CH2:19][C:20]1[C:28]([S:29]([CH3:32])(=[O:31])=[O:30])=[CH:27][C:26]2[N:25]3[CH2:33][CH2:34][NH:35][CH:36]([CH:37]([CH3:39])[CH3:38])[C:24]3=[CH:23][C:22]=2[CH:21]=1)([C:14]([CH3:17])([CH3:16])[CH3:15])([C:8]1[CH:13]=[CH:12][CH:11]=[CH:10][CH:9]=1)[C:2]1[CH:7]=[CH:6][CH:5]=[CH:4][CH:3]=1.Cl[C:41]1[N:46]=[C:45]([C:47]([F:50])([F:49])[F:48])[C:44]([C:51]([O:53][CH2:54][CH3:55])=[O:52])=[CH:43][N:42]=1.CCN(C(C)C)C(C)C. (2) The reactants are: [F:1][C@H:2]1[CH2:6][N:5](C(OC(C)(C)C)=O)[C@H:4]([C:14](=[O:45])[NH:15][C@@:16]([C:31]2[CH:36]=[C:35]([O:37][C:38]([F:43])([F:42])[CH:39]([F:41])[F:40])[CH:34]=[C:33]([F:44])[CH:32]=2)([C:24]2[CH:29]=[CH:28][C:27]([F:30])=[CH:26][CH:25]=2)[CH2:17][C:18]2[CH:23]=[CH:22][CH:21]=[CH:20][CH:19]=2)[CH2:3]1. Given the product [F:1][C@H:2]1[CH2:6][NH:5][C@H:4]([C:14]([NH:15][C@@:16]([C:31]2[CH:36]=[C:35]([O:37][C:38]([F:43])([F:42])[CH:39]([F:41])[F:40])[CH:34]=[C:33]([F:44])[CH:32]=2)([C:24]2[CH:25]=[CH:26][C:27]([F:30])=[CH:28][CH:29]=2)[CH2:17][C:18]2[CH:19]=[CH:20][CH:21]=[CH:22][CH:23]=2)=[O:45])[CH2:3]1, predict the reactants needed to synthesize it. (3) The reactants are: [C:1]([O:10]C)(=O)[C:2]1[C:3](=[CH:5][CH:6]=[CH:7][CH:8]=1)[SH:4].[CH2:12]([N:19]([C:21]1[CH:22]=[C:23]([CH:26]=[CH:27][N:28]=1)[C:24]#[N:25])[CH3:20])[C:13]1[CH:18]=[CH:17][CH:16]=[CH:15][CH:14]=1.C(N(CC)CC)C. Given the product [CH2:12]([N:19]([C:21]1[CH:22]=[C:23]([C:24]2[S:4][C:3]3[CH:5]=[CH:6][CH:7]=[CH:8][C:2]=3[C:1](=[O:10])[N:25]=2)[CH:26]=[CH:27][N:28]=1)[CH3:20])[C:13]1[CH:14]=[CH:15][CH:16]=[CH:17][CH:18]=1, predict the reactants needed to synthesize it. (4) Given the product [C:25]([O:24][C:22](=[O:23])[CH2:21][O:7][C:8]1[CH:9]=[C:10]([CH2:14][C:15]([O:17][CH2:18][CH3:19])=[O:16])[CH:11]=[CH:12][CH:13]=1)([CH3:28])([CH3:27])[CH3:26], predict the reactants needed to synthesize it. The reactants are: C(=O)([O-])[O-].[K+].[K+].[OH:7][C:8]1[CH:9]=[C:10]([CH2:14][C:15]([O:17][CH2:18][CH3:19])=[O:16])[CH:11]=[CH:12][CH:13]=1.Br[CH2:21][C:22]([O:24][C:25]([CH3:28])([CH3:27])[CH3:26])=[O:23]. (5) Given the product [F:17][C:18]([F:23])([F:22])[C:19]([OH:21])=[O:20].[NH:1]1[C:5]([CH2:6][CH2:7][O:8][CH2:9][C:10]([OH:12])=[O:11])=[CH:4][N:3]=[N:2]1, predict the reactants needed to synthesize it. The reactants are: [NH:1]1[C:5]([CH2:6][CH2:7][O:8][CH2:9][C:10]([O:12]C(C)(C)C)=[O:11])=[CH:4][N:3]=[N:2]1.[F:17][C:18]([F:23])([F:22])[C:19]([OH:21])=[O:20]. (6) Given the product [Br:8][C:6]1[CH:7]=[C:2]([NH:11][C:12]2[N:17]=[CH:16][C:15]([N:18]3[CH2:23][CH2:22][N:21]([C:24]([O:26][C:27]([CH3:30])([CH3:29])[CH3:28])=[O:25])[C@@H:20]([CH3:31])[CH2:19]3)=[CH:14][CH:13]=2)[C:3](=[O:10])[N:4]([CH3:9])[CH:5]=1, predict the reactants needed to synthesize it. The reactants are: Br[C:2]1[C:3](=[O:10])[N:4]([CH3:9])[CH:5]=[C:6]([Br:8])[CH:7]=1.[NH2:11][C:12]1[N:17]=[CH:16][C:15]([N:18]2[CH2:23][CH2:22][N:21]([C:24]([O:26][C:27]([CH3:30])([CH3:29])[CH3:28])=[O:25])[C@@H:20]([CH3:31])[CH2:19]2)=[CH:14][CH:13]=1. (7) Given the product [C:1]([Cl:15])(=[O:11])[O:2][CH2:3][O:4][C:5](=[O:7])[CH3:6], predict the reactants needed to synthesize it. The reactants are: [C:1](=[O:11])(SCC)[O:2][CH2:3][O:4][C:5](=[O:7])[CH3:6].S(Cl)([Cl:15])(=O)=O.